Dataset: Peptide-MHC class I binding affinity with 185,985 pairs from IEDB/IMGT. Task: Regression. Given a peptide amino acid sequence and an MHC pseudo amino acid sequence, predict their binding affinity value. This is MHC class I binding data. (1) The peptide sequence is AEFKYIAAV. The MHC is HLA-A26:01 with pseudo-sequence HLA-A26:01. The binding affinity (normalized) is 0. (2) The peptide sequence is TEMGRLPTFM. The MHC is HLA-B44:02 with pseudo-sequence HLA-B44:02. The binding affinity (normalized) is 0.773. (3) The peptide sequence is ILLITAIFAV. The MHC is HLA-A02:02 with pseudo-sequence HLA-A02:02. The binding affinity (normalized) is 0.643.